This data is from NCI-60 drug combinations with 297,098 pairs across 59 cell lines. The task is: Regression. Given two drug SMILES strings and cell line genomic features, predict the synergy score measuring deviation from expected non-interaction effect. (1) Synergy scores: CSS=53.9, Synergy_ZIP=-0.927, Synergy_Bliss=0.542, Synergy_Loewe=-12.6, Synergy_HSA=2.22. Cell line: HS 578T. Drug 1: CC1=C2C(C(=O)C3(C(CC4C(C3C(C(C2(C)C)(CC1OC(=O)C(C(C5=CC=CC=C5)NC(=O)OC(C)(C)C)O)O)OC(=O)C6=CC=CC=C6)(CO4)OC(=O)C)OC)C)OC. Drug 2: C1CN(CCN1C(=O)CCBr)C(=O)CCBr. (2) Drug 1: COC1=CC(=CC(=C1O)OC)C2C3C(COC3=O)C(C4=CC5=C(C=C24)OCO5)OC6C(C(C7C(O6)COC(O7)C8=CC=CS8)O)O. Drug 2: CCCCCOC(=O)NC1=NC(=O)N(C=C1F)C2C(C(C(O2)C)O)O. Cell line: 786-0. Synergy scores: CSS=44.2, Synergy_ZIP=3.71, Synergy_Bliss=6.23, Synergy_Loewe=-20.1, Synergy_HSA=6.64. (3) Drug 1: C1=CC(=CC=C1CCC2=CNC3=C2C(=O)NC(=N3)N)C(=O)NC(CCC(=O)O)C(=O)O. Drug 2: CC(CN1CC(=O)NC(=O)C1)N2CC(=O)NC(=O)C2. Cell line: SK-OV-3. Synergy scores: CSS=39.8, Synergy_ZIP=-0.520, Synergy_Bliss=-1.37, Synergy_Loewe=-13.8, Synergy_HSA=0.244. (4) Cell line: DU-145. Drug 2: C1CCN(CC1)CCOC2=CC=C(C=C2)C(=O)C3=C(SC4=C3C=CC(=C4)O)C5=CC=C(C=C5)O. Synergy scores: CSS=44.2, Synergy_ZIP=0.344, Synergy_Bliss=-0.298, Synergy_Loewe=-1.58, Synergy_HSA=-2.32. Drug 1: C1CN1C2=NC(=NC(=N2)N3CC3)N4CC4. (5) Drug 1: C1=C(C(=O)NC(=O)N1)N(CCCl)CCCl. Drug 2: CC1=C(C=C(C=C1)C(=O)NC2=CC(=CC(=C2)C(F)(F)F)N3C=C(N=C3)C)NC4=NC=CC(=N4)C5=CN=CC=C5. Cell line: SR. Synergy scores: CSS=82.4, Synergy_ZIP=12.3, Synergy_Bliss=11.6, Synergy_Loewe=10.9, Synergy_HSA=13.0. (6) Drug 1: CN(CC1=CN=C2C(=N1)C(=NC(=N2)N)N)C3=CC=C(C=C3)C(=O)NC(CCC(=O)O)C(=O)O. Drug 2: C1CN1P(=S)(N2CC2)N3CC3. Cell line: SF-268. Synergy scores: CSS=13.5, Synergy_ZIP=-2.96, Synergy_Bliss=-0.942, Synergy_Loewe=-26.2, Synergy_HSA=-8.32. (7) Drug 1: CCCS(=O)(=O)NC1=C(C(=C(C=C1)F)C(=O)C2=CNC3=C2C=C(C=N3)C4=CC=C(C=C4)Cl)F. Drug 2: C1=CC(=CC=C1C#N)C(C2=CC=C(C=C2)C#N)N3C=NC=N3. Cell line: M14. Synergy scores: CSS=23.1, Synergy_ZIP=-5.37, Synergy_Bliss=-7.63, Synergy_Loewe=-25.2, Synergy_HSA=-8.27. (8) Drug 1: C1CCN(CC1)CCOC2=CC=C(C=C2)C(=O)C3=C(SC4=C3C=CC(=C4)O)C5=CC=C(C=C5)O. Drug 2: CCC1(CC2CC(C3=C(CCN(C2)C1)C4=CC=CC=C4N3)(C5=C(C=C6C(=C5)C78CCN9C7C(C=CC9)(C(C(C8N6C)(C(=O)OC)O)OC(=O)C)CC)OC)C(=O)OC)O.OS(=O)(=O)O. Cell line: SK-MEL-2. Synergy scores: CSS=58.2, Synergy_ZIP=8.22, Synergy_Bliss=7.99, Synergy_Loewe=-45.0, Synergy_HSA=5.77. (9) Drug 1: CNC(=O)C1=CC=CC=C1SC2=CC3=C(C=C2)C(=NN3)C=CC4=CC=CC=N4. Drug 2: CC1C(C(CC(O1)OC2CC(OC(C2O)C)OC3=CC4=CC5=C(C(=O)C(C(C5)C(C(=O)C(C(C)O)O)OC)OC6CC(C(C(O6)C)O)OC7CC(C(C(O7)C)O)OC8CC(C(C(O8)C)O)(C)O)C(=C4C(=C3C)O)O)O)O. Cell line: MDA-MB-231. Synergy scores: CSS=-4.85, Synergy_ZIP=1.17, Synergy_Bliss=-7.00, Synergy_Loewe=-9.51, Synergy_HSA=-10.5. (10) Drug 1: C1=CC(=CC=C1CCCC(=O)O)N(CCCl)CCCl. Drug 2: CC12CCC3C(C1CCC2OP(=O)(O)O)CCC4=C3C=CC(=C4)OC(=O)N(CCCl)CCCl.[Na+]. Cell line: BT-549. Synergy scores: CSS=17.6, Synergy_ZIP=-9.46, Synergy_Bliss=-10.5, Synergy_Loewe=-14.5, Synergy_HSA=-8.92.